This data is from Forward reaction prediction with 1.9M reactions from USPTO patents (1976-2016). The task is: Predict the product of the given reaction. Given the reactants [CH3:1][C:2]1[CH:3]=[C:4]([O:15][C:16]2[C:25]3[C:20](=[CH:21][C:22]([OH:28])=[C:23]([O:26][CH3:27])[CH:24]=3)[N:19]=[CH:18][CH:17]=2)[C:5]([C:9]2[CH:10]=[N:11][CH:12]=[CH:13][CH:14]=2)=[N:6][C:7]=1[CH3:8].C(=O)([O-])[O-].[K+].[K+].[CH2:35]([CH:37]1[O:39][CH2:38]1)Br.O, predict the reaction product. The product is: [CH3:27][O:26][C:23]1[CH:24]=[C:25]2[C:20](=[CH:21][C:22]=1[O:28][CH2:35][CH:37]1[CH2:38][O:39]1)[N:19]=[CH:18][CH:17]=[C:16]2[O:15][C:4]1[C:5]([C:9]2[CH:10]=[N:11][CH:12]=[CH:13][CH:14]=2)=[N:6][C:7]([CH3:8])=[C:2]([CH3:1])[CH:3]=1.